From a dataset of Catalyst prediction with 721,799 reactions and 888 catalyst types from USPTO. Predict which catalyst facilitates the given reaction. (1) Reactant: [CH2:1]([O:3][C:4]1[CH:9]=[CH:8][CH:7]=[CH:6][C:5]=1[CH2:10][CH2:11][NH:12][C:13](=[O:34])[CH2:14][CH2:15][C:16]1[CH:33]=[CH:32][C:19]([O:20][CH2:21][C:22]2[CH:31]=[CH:30][CH:29]=[CH:28][C:23]=2[C:24]([O:26]C)=[O:25])=[CH:18][CH:17]=1)[CH3:2].[OH-].[Li+].Cl. Product: [CH2:1]([O:3][C:4]1[CH:9]=[CH:8][CH:7]=[CH:6][C:5]=1[CH2:10][CH2:11][NH:12][C:13](=[O:34])[CH2:14][CH2:15][C:16]1[CH:17]=[CH:18][C:19]([O:20][CH2:21][C:22]2[CH:31]=[CH:30][CH:29]=[CH:28][C:23]=2[C:24]([OH:26])=[O:25])=[CH:32][CH:33]=1)[CH3:2]. The catalyst class is: 20. (2) Reactant: [C:1]([O:5][C:6](=[O:24])[NH:7][C:8]1[CH:13]=[CH:12][C:11]([C:14]2[CH:19]=[CH:18][CH:17]=[C:16]([CH3:20])[CH:15]=2)=[CH:10][C:9]=1[N+:21]([O-])=O)([CH3:4])([CH3:3])[CH3:2]. Product: [C:1]([O:5][C:6](=[O:24])[NH:7][C:8]1[CH:13]=[CH:12][C:11]([C:14]2[CH:19]=[CH:18][CH:17]=[C:16]([CH3:20])[CH:15]=2)=[CH:10][C:9]=1[NH2:21])([CH3:4])([CH3:2])[CH3:3]. The catalyst class is: 181.